The task is: Predict the reaction yield, written as a fraction of the theoretical maximum amount of product (1.0 means a 100% yield; for example, 0.34 means a 34% yield).. This data is from Reaction yield outcomes from USPTO patents with 853,638 reactions. The product is [S:10]1[C:6]([C:4](=[O:5])[CH3:15])=[CH:7][CH:8]2[S:13][CH:12]=[CH:11][CH:9]12. The yield is 0.800. The catalyst is C1COCC1. The reactants are CON(C)[C:4]([C:6]1[S:10][CH:9]2[CH:11]=[CH:12][S:13][CH:8]2[CH:7]=1)=[O:5].[CH3:15][Mg]Br.